From a dataset of Reaction yield outcomes from USPTO patents with 853,638 reactions. Predict the reaction yield, written as a fraction of the theoretical maximum amount of product (1.0 means a 100% yield; for example, 0.34 means a 34% yield). (1) The reactants are [Br:1][C:2]1[CH:3]=[CH:4][C:5]([OH:8])=[N:6][CH:7]=1.C1C=CN=C(C2C=[CH:17][CH:18]=[CH:19]N=2)C=1.C1(B(O)O)CC1.C([O-])([O-])=O.[Na+].[Na+]. The yield is 0.580. The catalyst is ClC(Cl)C.CC([O-])=O.CC([O-])=O.[Cu+2]. The product is [Br:1][C:2]1[CH:3]=[CH:4][C:5](=[O:8])[N:6]([CH:17]2[CH2:18][CH2:19]2)[CH:7]=1. (2) The yield is 0.680. The product is [C:1]1([S:7]([N:10]2[C:18]3[C:13](=[CH:14][C:15](/[CH:11]=[CH:12]/[C:13]4[CH:18]=[CH:17][C:16]([O:28][CH3:25])=[CH:15][CH:14]=4)=[CH:16][CH:17]=3)[C:12]3[CH:20]=[C:21]([Cl:24])[CH:22]=[N:23][C:11]2=3)(=[O:9])=[O:8])[CH:6]=[CH:5][CH:4]=[CH:3][CH:2]=1. The catalyst is O1CCOCC1.C1C=CC([P]([Pd]([P](C2C=CC=CC=2)(C2C=CC=CC=2)C2C=CC=CC=2)([P](C2C=CC=CC=2)(C2C=CC=CC=2)C2C=CC=CC=2)[P](C2C=CC=CC=2)(C2C=CC=CC=2)C2C=CC=CC=2)(C2C=CC=CC=2)C2C=CC=CC=2)=CC=1. The reactants are [C:1]1([S:7]([N:10]2[C:18]3[C:13](=[CH:14][C:15](Br)=[CH:16][CH:17]=3)[C:12]3[CH:20]=[C:21]([Cl:24])[CH:22]=[N:23][C:11]2=3)(=[O:9])=[O:8])[CH:6]=[CH:5][CH:4]=[CH:3][CH:2]=1.[C:25]([O-:28])([O-])=O.[K+].[K+].O. (3) The reactants are [F:1][C:2]1[C:10]([N+:11]([O-:13])=[O:12])=[CH:9][CH:8]=[C:7]2[C:3]=1[CH2:4][CH2:5][N:6]2C(=O)C. The catalyst is Cl. The product is [F:1][C:2]1[C:10]([N+:11]([O-:13])=[O:12])=[CH:9][CH:8]=[C:7]2[C:3]=1[CH2:4][CH2:5][NH:6]2. The yield is 0.760. (4) The reactants are C[O:2][C:3]1[CH:20]=[CH:19][C:18]2[C:17]3[C:12](=[CH:13][CH:14]=[CH:15][CH:16]=3)[C:11]3[C:6](=[CH:7][C:8]([O:21]C)=[CH:9][CH:10]=3)[C:5]=2[CH:4]=1.Cl.N1C=CC=CC=1. The catalyst is O. The product is [CH:4]1[C:5]2[C:6]3[C:11](=[CH:10][CH:9]=[C:8]([OH:21])[CH:7]=3)[C:12]3[C:17](=[CH:16][CH:15]=[CH:14][CH:13]=3)[C:18]=2[CH:19]=[CH:20][C:3]=1[OH:2]. The yield is 0.940. (5) The reactants are [NH2:1][C:2]1[N:6]([C:7]2[CH:8]=[C:9]([S:13]([NH:16][CH2:17][CH2:18][O:19][CH3:20])(=[O:15])=[O:14])[CH:10]=[CH:11][CH:12]=2)[N:5]=[C:4]([C:21]([CH3:24])([CH3:23])[CH3:22])[CH:3]=1.C(=O)([O-])[O-].[Na+].[Na+].[C:31]1([O:37][C:38](Cl)=[O:39])[CH:36]=[CH:35][CH:34]=[CH:33][CH:32]=1.C(OCC)(=O)C. The catalyst is C1COCC1. The product is [C:31]1([O:37][C:38](=[O:39])[NH:1][C:2]2[N:6]([C:7]3[CH:12]=[CH:11][CH:10]=[C:9]([S:13](=[O:14])(=[O:15])[NH:16][CH2:17][CH2:18][O:19][CH3:20])[CH:8]=3)[N:5]=[C:4]([C:21]([CH3:24])([CH3:23])[CH3:22])[CH:3]=2)[CH:36]=[CH:35][CH:34]=[CH:33][CH:32]=1. The yield is 0.700. (6) The reactants are Cl[CH2:2][C:3]1[O:4][C:5]2[C:6](=[C:8]([C:12]([O:14][CH3:15])=[O:13])[CH:9]=[CH:10][CH:11]=2)[N:7]=1.[NH:16]1[CH2:21][CH2:20][O:19][CH2:18][CH2:17]1. The catalyst is CN(C=O)C. The product is [O:19]1[CH2:20][CH2:21][N:16]([CH2:2][C:3]2[O:4][C:5]3[C:6](=[C:8]([C:12]([O:14][CH3:15])=[O:13])[CH:9]=[CH:10][CH:11]=3)[N:7]=2)[CH2:17][CH2:18]1. The yield is 0.970. (7) The reactants are Br[C:2]1[S:6][C:5]([C:7]2[N:8]=[C:9]3[N:13]([C:14]=2[NH:15][C:16]([CH3:19])([CH3:18])[CH3:17])[CH:12]=[CH:11][S:10]3)=[N:4][CH:3]=1.[C:20]([C:22]1[CH:27]=[CH:26][CH:25]=[CH:24][N:23]=1)#[CH:21].CCN(CC)CC. The catalyst is CN(C=O)C.O.C1C=CC(P(C2C=CC=CC=2)C2C=CC=CC=2)=CC=1.C1C=CC(P(C2C=CC=CC=2)C2C=CC=CC=2)=CC=1.Cl[Pd]Cl.[Cu]I. The product is [C:16]([NH:15][C:14]1[N:13]2[C:9]([S:10][CH:11]=[CH:12]2)=[N:8][C:7]=1[C:5]1[S:6][C:2]([C:21]#[C:20][C:22]2[CH:27]=[CH:26][CH:25]=[CH:24][N:23]=2)=[CH:3][N:4]=1)([CH3:19])([CH3:18])[CH3:17]. The yield is 0.170.